This data is from Forward reaction prediction with 1.9M reactions from USPTO patents (1976-2016). The task is: Predict the product of the given reaction. Given the reactants C[O:2][C:3]([C:5]1[CH:17]=[CH:16][C:8]2[N:9]([CH2:12][CH2:13][C:14]#[N:15])[CH:10]=[N:11][C:7]=2[CH:6]=1)=[O:4].[Li+].[OH-].CO, predict the reaction product. The product is: [C:14]([CH2:13][CH2:12][N:9]1[C:8]2[CH:16]=[CH:17][C:5]([C:3]([OH:4])=[O:2])=[CH:6][C:7]=2[N:11]=[CH:10]1)#[N:15].